From a dataset of Full USPTO retrosynthesis dataset with 1.9M reactions from patents (1976-2016). Predict the reactants needed to synthesize the given product. (1) Given the product [CH3:1][O:2][C:3]1[CH:8]=[CH:7][CH:6]=[CH:5][C:4]=1[O:9][C:17]1[CH:24]=[CH:23][C:20]([C:21]#[N:22])=[CH:19][CH:18]=1, predict the reactants needed to synthesize it. The reactants are: [CH3:1][O:2][C:3]1[CH:8]=[CH:7][CH:6]=[CH:5][C:4]=1[OH:9].C(=O)([O-])[O-].[K+].[K+].F[C:17]1[CH:24]=[CH:23][C:20]([C:21]#[N:22])=[CH:19][CH:18]=1. (2) Given the product [C:15]([O:14][C:12]([N:11]1[C:6]2[C:7](=[N:8][C:3]([O:2][CH3:1])=[CH:4][CH:5]=2)[CH:9]=[CH:10]1)=[O:13])([CH3:18])([CH3:17])[CH3:16], predict the reactants needed to synthesize it. The reactants are: [CH3:1][O:2][C:3]1[N:8]=[C:7]2[CH:9]=[CH:10][NH:11][C:6]2=[CH:5][CH:4]=1.[C:12](O[C:12]([O:14][C:15]([CH3:18])([CH3:17])[CH3:16])=[O:13])([O:14][C:15]([CH3:18])([CH3:17])[CH3:16])=[O:13]. (3) Given the product [C:1]([C:5]1[O:6][C:7]2[C:13]([C@:14]([C@@H:16]3[CH2:21][CH2:20][CH2:19][N:18]([C:22]([O:24][C:25]([CH3:28])([CH3:27])[CH3:26])=[O:23])[CH2:17]3)([OH:15])[CH2:34][CH2:33][CH2:32][CH2:31][O:30][CH3:29])=[CH:12][CH:11]=[CH:10][C:8]=2[N:9]=1)([CH3:4])([CH3:2])[CH3:3], predict the reactants needed to synthesize it. The reactants are: [C:1]([C:5]1[O:6][C:7]2[C:13]([C:14]([C@@H:16]3[CH2:21][CH2:20][CH2:19][N:18]([C:22]([O:24][C:25]([CH3:28])([CH3:27])[CH3:26])=[O:23])[CH2:17]3)=[O:15])=[CH:12][CH:11]=[CH:10][C:8]=2[N:9]=1)([CH3:4])([CH3:3])[CH3:2].[CH3:29][O:30][CH2:31][CH2:32][CH2:33][CH2:34][Mg]Cl.C([O-])(O)=O.[Na+]. (4) Given the product [CH:26]1([C:6]2[C:5]3[C:10](=[CH:11][CH:2]=[CH:3][CH:4]=3)[C:9]([N:12]=[C:35]=[S:32])=[CH:8][CH:7]=2)[CH2:25][CH2:36]1, predict the reactants needed to synthesize it. The reactants are: O[C:2]1[CH:11]=[C:10]2[C:5]([CH:6]=[CH:7][CH:8]=[C:9]2[NH:12]C(=O)OC(C)(C)C)=[CH:4][CH:3]=1.C(N([CH2:25][CH3:26])CC)C.CS(O[S:32]([CH3:35])(=O)=O)(=O)=O.[C:36](=O)(O)[O-].[Na+]. (5) The reactants are: FC(F)(F)[C:3]([NH:5][C:6]1[CH:11]=[CH:10][C:9]([C:12]2[S:13][C:14]3[C:19]([N:20]=2)=[CH:18][CH:17]=[C:16]([C:21]2([C:24]4[CH:29]=[CH:28][CH:27]=[CH:26][CH:25]=4)[CH2:23][CH2:22]2)[N:15]=3)=[C:8]([F:30])[CH:7]=1)=O.CI.[CH:35]([N-]C(C)C)(C)C.[Li+]. Given the product [F:30][C:8]1[CH:7]=[C:6]([CH:11]=[CH:10][C:9]=1[C:12]1[S:13][C:14]2[C:19]([N:20]=1)=[CH:18][CH:17]=[C:16]([C:21]1([C:24]3[CH:29]=[CH:28][CH:27]=[CH:26][CH:25]=3)[CH2:23][CH2:22]1)[N:15]=2)[N:5]([CH3:3])[CH3:35], predict the reactants needed to synthesize it. (6) Given the product [C:3]([OH:24])(=[O:2])[CH3:4].[N:17]1([CH2:16][CH2:15][CH2:14][O:13][C:10]2[CH:9]=[CH:8][C:7]([CH2:6][CH2:5][CH2:4][CH:3]=[O:2])=[CH:12][CH:11]=2)[CH2:23][CH2:22][CH2:21][CH2:20][CH2:19][CH2:18]1, predict the reactants needed to synthesize it. The reactants are: C[O:2][CH:3]([O:24]C)[CH2:4][CH2:5][CH2:6][C:7]1[CH:12]=[CH:11][C:10]([O:13][CH2:14][CH2:15][CH2:16][N:17]2[CH2:23][CH2:22][CH2:21][CH2:20][CH2:19][CH2:18]2)=[CH:9][CH:8]=1. (7) Given the product [CH3:17][C:16]1[C:11]([CH2:10][CH2:9][C:8]2[CH:37]=[CH:38][CH:39]=[CH:40][C:7]=2[C:4]2([C:1]([NH2:2])=[O:3])[CH2:5][CH2:6]2)=[N:12][C:13]([NH:18][C:19]2[CH:20]=[N:21][N:22]([CH:24]3[CH2:29][CH2:28][NH:27][CH2:26][CH2:25]3)[CH:23]=2)=[N:14][CH:15]=1, predict the reactants needed to synthesize it. The reactants are: [C:1]([C:4]1([C:7]2[CH:40]=[CH:39][CH:38]=[CH:37][C:8]=2[CH2:9][CH2:10][C:11]2[C:16]([CH3:17])=[CH:15][N:14]=[C:13]([NH:18][C:19]3[CH:20]=[N:21][N:22]([CH:24]4[CH2:29][CH2:28][N:27](C(OC(C)(C)C)=O)[CH2:26][CH2:25]4)[CH:23]=3)[N:12]=2)[CH2:6][CH2:5]1)(=[O:3])[NH2:2].C(O)(C(F)(F)F)=O. (8) Given the product [CH3:1][N:2]1[CH2:3][CH2:4][CH2:5][C@@H:6]1[CH2:7][C:8]1[C:12]2[C:11](=[CH:16][CH:15]=[C:14]([CH2:17][C:18](=[S:19](=[O:21])=[O:20])[C:11]3[CH:16]=[CH:15][CH:14]=[CH:13][CH:12]=3)[CH:13]=2)[N:10]([CH2:17][C:18](=[S:19](=[O:20])=[O:39])[C:33]2[CH:34]=[CH:35][CH:36]=[CH:37][CH:38]=2)[CH:9]=1, predict the reactants needed to synthesize it. The reactants are: [CH3:1][N:2]1[C@@H:6]([CH2:7][C:8]2[C:12]3[CH:13]=[C:14]([CH2:17][CH2:18][S:19](C4C=CC=CC=4)(=[O:21])=[O:20])[CH:15]=[CH:16][C:11]=3[NH:10][CH:9]=2)[CH2:5][CH2:4][CH2:3]1.C(S([C:33]1[CH:38]=[CH:37][CH:36]=[CH:35][CH:34]=1)(=O)=O)=C.[OH2:39]. (9) The reactants are: N[C:2]1[CH:3]=[CH:4][C:5]([N+:11]([O-:13])=[O:12])=[C:6]([CH:10]=1)[C:7]([OH:9])=[O:8].N([O-])=O.[Na+].[BrH:18]. Given the product [Br:18][C:2]1[CH:3]=[CH:4][C:5]([N+:11]([O-:13])=[O:12])=[C:6]([CH:10]=1)[C:7]([OH:9])=[O:8], predict the reactants needed to synthesize it. (10) Given the product [C:1]([C:5]1[N:10]=[C:9]2[N:11]([CH2:22][C:23]3[N:27]([CH:28]4[CH2:30][CH2:29]4)[N:26]=[N:25][N:24]=3)[N:12]=[CH:13][C:8]2=[C:7]([N:14]2[CH2:18][CH2:17][C:16]([F:19])([F:20])[CH2:15]2)[N:6]=1)([CH3:4])([CH3:2])[CH3:3], predict the reactants needed to synthesize it. The reactants are: [C:1]([C:5]1[N:10]=[C:9]2[NH:11][N:12]=[CH:13][C:8]2=[C:7]([N:14]2[CH2:18][CH2:17][C:16]([F:20])([F:19])[CH2:15]2)[N:6]=1)([CH3:4])([CH3:3])[CH3:2].Cl[CH2:22][C:23]1[N:27]([CH:28]2[CH2:30][CH2:29]2)[N:26]=[N:25][N:24]=1.C(=O)([O-])[O-].[Cs+].[Cs+].